This data is from Full USPTO retrosynthesis dataset with 1.9M reactions from patents (1976-2016). The task is: Predict the reactants needed to synthesize the given product. (1) Given the product [C:9]([C:3]1[CH:4]=[C:5]([Cl:8])[CH:6]=[CH:7][C:2]=1[NH:1][S:27]([C:24]1[CH:23]=[CH:22][C:21]([NH:20][C:17](=[O:19])[CH3:18])=[CH:26][CH:25]=1)(=[O:29])=[O:28])(=[O:10])[C:11]1[CH:12]=[CH:13][CH:14]=[CH:15][CH:16]=1, predict the reactants needed to synthesize it. The reactants are: [NH2:1][C:2]1[CH:7]=[CH:6][C:5]([Cl:8])=[CH:4][C:3]=1[C:9]([C:11]1[CH:16]=[CH:15][CH:14]=[CH:13][CH:12]=1)=[O:10].[C:17]([NH:20][C:21]1[CH:26]=[CH:25][C:24]([S:27](Cl)(=[O:29])=[O:28])=[CH:23][CH:22]=1)(=[O:19])[CH3:18]. (2) Given the product [C:10]([O:9][C:8]([NH:7][CH2:6][CH2:5][N:4]([CH3:15])[CH2:3][CH2:2][NH:1][C:24]([C:20]1[N:19]=[CH:18][C:17]([CH3:16])=[N+:22]([O-:23])[CH:21]=1)=[O:25])=[O:14])([CH3:11])([CH3:12])[CH3:13], predict the reactants needed to synthesize it. The reactants are: [NH2:1][CH2:2][CH2:3][N:4]([CH3:15])[CH2:5][CH2:6][NH:7][C:8](=[O:14])[O:9][C:10]([CH3:13])([CH3:12])[CH3:11].[CH3:16][C:17]1[CH:18]=[N:19][C:20]([C:24](O)=[O:25])=[CH:21][N+:22]=1[O-:23].CCN=C=NCCCN(C)C. (3) Given the product [CH3:1][O:36][C:32]12[CH2:33][CH2:34][CH2:35][CH:31]1[CH2:30][CH2:29][O:28]2, predict the reactants needed to synthesize it. The reactants are: [C:1]1(C)C=CC=CC=1.C1(C)C=CC(S([O-])(=O)=O)=CC=1.[NH+]1C=CC=CC=1.C([O:28][CH2:29][CH2:30][CH:31]1[CH2:35][CH2:34][CH2:33][C:32]1=[O:36])(=O)C.